Dataset: M1 muscarinic receptor antagonist screen with 61,756 compounds. Task: Binary Classification. Given a drug SMILES string, predict its activity (active/inactive) in a high-throughput screening assay against a specified biological target. (1) The compound is Clc1ccc(NC(=O)COC(=O)CCc2ccc(S(=O)(=O)N3CCOCC3)cc2)nc1. The result is 0 (inactive). (2) The molecule is FC(F)(F)c1cc(NC(=O)c2cccnc2)c(N2CCCC2)cc1. The result is 0 (inactive).